This data is from Catalyst prediction with 721,799 reactions and 888 catalyst types from USPTO. The task is: Predict which catalyst facilitates the given reaction. (1) Reactant: Br[C:2]1[CH:3]=[C:4]([CH:8]([NH:10][C:11](=[O:17])[O:12][C:13]([CH3:16])([CH3:15])[CH3:14])[CH3:9])[CH:5]=[CH:6][CH:7]=1.ClCCl.C(N(CC)CC)C. Product: [C:13]([O:12][C:11]([NH:10][CH:8]([C:4]1[CH:3]=[C:2]([CH:7]=[CH:6][CH:5]=1)[C:11]([O:12][CH3:13])=[O:17])[CH3:9])=[O:17])([CH3:16])([CH3:15])[CH3:14]. The catalyst class is: 5. (2) Reactant: [CH2:1]1[C:10]2[C:5](=[CH:6][CH:7]=[CH:8][CH:9]=2)[CH2:4][CH2:3][CH:2]1[C:11](O)=[O:12].[H-].[H-].[H-].[H-].[Li+].[Al+3]. Product: [OH:12][CH2:11][CH:2]1[CH2:3][CH2:4][C:5]2[C:10](=[CH:9][CH:8]=[CH:7][CH:6]=2)[CH2:1]1. The catalyst class is: 1.